Dataset: Reaction yield outcomes from USPTO patents with 853,638 reactions. Task: Predict the reaction yield, written as a fraction of the theoretical maximum amount of product (1.0 means a 100% yield; for example, 0.34 means a 34% yield). (1) The reactants are [C:1]([C:3]1[C:4]([S:17][CH2:18][C:19]([NH2:21])=[O:20])=[N:5][C:6](S(C(F)(F)F)(=O)=O)=[CH:7][C:8]=1[CH3:9])#[N:2].C(OC)(=O)C#CC.[CH3:29][NH:30][CH3:31].C(=O)([O-])[O-].[Na+].[Na+].[Cl-].[NH4+]. The catalyst is O1CCOCC1. The product is [NH2:2][C:1]1[C:3]2[C:4](=[N:5][C:6]([N:30]([CH3:31])[CH3:29])=[CH:7][C:8]=2[CH3:9])[S:17][C:18]=1[C:19]([NH2:21])=[O:20]. The yield is 0.450. (2) The reactants are [CH2:1]([O:8]C1C=CC=CC=1OC1CN([C@@H](CC2CCCCC2)C(O)=O)C(=O)C=1)[C:2]1[CH:7]=[CH:6][CH:5]=[CH:4][CH:3]=1.Cl.CN(C)[CH2:36][CH2:37][CH2:38]N=C=NCC.[CH:45](N(CC)C(C)C)(C)C.ON1C2C=CC=CC=2N=N1.Cl.[OH:65][C@@H:66]([CH2:96]O)[CH2:67][N:68]1[CH:72]=[CH:71][C:70]([NH:73][C:74](=[O:95])[C@@H:75]([N:80]2[CH2:84][C:83]([O:85][C:86]3[CH:91]=[CH:90][CH:89]=[C:88](Cl)[C:87]=3Cl)=[CH:82][C:81]2=[O:94])[CH2:76][CH:77]([CH3:79])[CH3:78])=[N:69]1. The catalyst is ClCCl.C(OCC)(=O)C. The product is [CH2:1]([O:8][C:87]1[CH:88]=[CH:89][CH:90]=[CH:91][C:86]=1[O:85][C:83]1[CH2:84][N:80]([C@@H:75]([CH2:76][CH:77]2[CH2:78][CH2:38][CH2:37][CH2:36][CH2:79]2)[C:74]([NH:73][C:70]2[CH:71]=[CH:72][N:68]([CH2:67][C:66]([OH:65])([CH3:45])[CH3:96])[N:69]=2)=[O:95])[C:81](=[O:94])[CH:82]=1)[C:2]1[CH:7]=[CH:6][CH:5]=[CH:4][CH:3]=1. The yield is 0.290. (3) The reactants are C1(P(C2C=CC=CC=2)C2C=CC=CC=2)C=CC=CC=1.BrN1C(=O)CCC1=O.[Cl:28][C:29]1[CH:30]=[C:31]([CH:39]([CH2:43][CH:44]2[CH2:48][CH2:47][CH2:46][CH2:45]2)[C:40]([OH:42])=O)[CH:32]=[CH:33][C:34]=1[S:35]([CH3:38])(=[O:37])=[O:36].[NH2:49][C:50]1[NH:51][C:52]2[CH:58]=[CH:57][CH:56]=[CH:55][C:53]=2[N:54]=1.N1C=CC=CC=1. The catalyst is C(Cl)Cl.O. The product is [NH:51]1[C:52]2[CH:58]=[CH:57][CH:56]=[CH:55][C:53]=2[N:54]=[C:50]1[NH:49][C:40](=[O:42])[CH:39]([C:31]1[CH:32]=[CH:33][C:34]([S:35]([CH3:38])(=[O:36])=[O:37])=[C:29]([Cl:28])[CH:30]=1)[CH2:43][CH:44]1[CH2:48][CH2:47][CH2:46][CH2:45]1. The yield is 0.330. (4) The reactants are [ClH:1].[F:2][C:3]1[CH:4]=[C:5]([C:10]2[C:18]3[C:13](=[CH:14][C:15]([O:19][CH2:20][CH2:21][CH2:22][N:23]4[CH2:28][CH2:27][NH:26][CH2:25][CH2:24]4)=[CH:16][CH:17]=3)[C:12](=[O:29])[C:11]=2[C:30]2[CH:31]=[N:32][CH:33]=[CH:34][CH:35]=2)[CH:6]=[C:7]([F:9])[CH:8]=1.N1C=CC=CC=1.[C:42](OC(=O)C)(=[O:44])[CH3:43]. The catalyst is C(Cl)Cl. The product is [ClH:1].[C:42]([N:26]1[CH2:27][CH2:28][N:23]([CH2:22][CH2:21][CH2:20][O:19][C:15]2[CH:14]=[C:13]3[C:18]([C:10]([C:5]4[CH:6]=[C:7]([F:9])[CH:8]=[C:3]([F:2])[CH:4]=4)=[C:11]([C:30]4[CH:31]=[N:32][CH:33]=[CH:34][CH:35]=4)[C:12]3=[O:29])=[CH:17][CH:16]=2)[CH2:24][CH2:25]1)(=[O:44])[CH3:43]. The yield is 0.590.